This data is from Full USPTO retrosynthesis dataset with 1.9M reactions from patents (1976-2016). The task is: Predict the reactants needed to synthesize the given product. Given the product [CH3:27][C:24]1([CH3:28])[O:23][CH:22]([CH2:21][O:6][C:7]2[CH:15]=[CH:14][C:10]3[CH:11]=[CH:12][S:13][C:9]=3[CH:8]=2)[CH2:26][O:25]1, predict the reactants needed to synthesize it. The reactants are: CN(C)C=O.[OH:6][C:7]1[CH:15]=[CH:14][C:10]2[CH:11]=[CH:12][S:13][C:9]=2[CH:8]=1.CS(O[CH2:21][CH:22]1[CH2:26][O:25][C:24]([CH3:28])([CH3:27])[O:23]1)(=O)=O.C([O-])([O-])=O.[Cs+].[Cs+].